This data is from Forward reaction prediction with 1.9M reactions from USPTO patents (1976-2016). The task is: Predict the product of the given reaction. (1) Given the reactants [CH2:1]([O:3][CH:4]([O:7][CH2:8][CH3:9])[CH2:5][NH2:6])[CH3:2].C(=O)([O-])[O-].[K+].[K+].[CH2:16](Br)[CH2:17][CH:18]([CH3:20])[CH3:19], predict the reaction product. The product is: [CH2:1]([O:3][CH:4]([O:7][CH2:8][CH3:9])[CH2:5][NH:6][CH2:16][CH2:17][CH:18]([CH3:20])[CH3:19])[CH3:2]. (2) Given the reactants C[OH:2].N([C:5]([CH3:11])([CH3:10])[C:6]([O:8][CH3:9])=[O:7])=N[C:5]([CH3:11])([CH3:10])[C:6]([O:8][CH3:9])=[O:7].[CH3:19]C[CH2:21][CH2:22][CH2:23][CH3:24], predict the reaction product. The product is: [CH:6]([O:7][CH2:24][CH2:23][CH2:22][CH2:21][OH:2])=[CH2:5].[CH:9]([O:8][CH2:6][CH:5]([CH3:11])[CH3:10])=[CH2:19]. (3) The product is: [NH2:1][C:2]1[N:7]=[C:6]([S:14][CH2:15][CH2:16][C:17]2[CH:22]=[CH:21][CH:20]=[CH:19][N:18]=2)[C:5]([C:9]#[N:10])=[C:4]([S:11][CH2:13][CH2:25][C:26]2[CH:24]=[CH:23][CH:33]=[CH:32][N:31]=2)[N:3]=1. Given the reactants [NH2:1][C:2]1[N:7]=[C:6](Cl)[C:5]([C:9]#[N:10])=[C:4]([S:11]([CH3:13])=O)[N:3]=1.[SH:14][CH2:15][CH2:16][C:17]1[CH:22]=[CH:21][CH:20]=[CH:19][N:18]=1.[CH2:23]1[CH2:33][CH2:32][N:31]2[C:26](=NCCC2)[CH2:25][CH2:24]1.O, predict the reaction product. (4) The product is: [Br:1][C:2]1[CH:3]=[CH:4][C:5]([C:8]2[C:9](=[O:18])[NH:10][C:11]3([CH2:17][CH2:16][CH2:15][CH2:14][CH2:13]3)[N:12]=2)=[CH:6][CH:7]=1. Given the reactants [Br:1][C:2]1[CH:7]=[CH:6][C:5]([CH:8]2[NH:12][C:11]3([CH2:17][CH2:16][CH2:15][CH2:14][CH2:13]3)[NH:10][C:9]2=[O:18])=[CH:4][CH:3]=1.BrN1C(=O)CCC1=O.C(=O)([O-])O.[Na+], predict the reaction product. (5) Given the reactants Br[C:2]1[N:10]=[CH:9][N:8]=[C:7]2[C:3]=1[N:4]=[CH:5][NH:6]2.[NH2:11][CH:12]([C:14]1[C:19]([C:20]2[CH:25]=[CH:24][CH:23]=[C:22]([F:26])[CH:21]=2)=[C:18]([N:27]([S:32]([CH3:35])(=[O:34])=[O:33])[S:28]([CH3:31])(=[O:30])=[O:29])[C:17]([CH3:36])=[C:16]([Cl:37])[CH:15]=1)[CH3:13].C(N(CC)C(C)C)(C)C, predict the reaction product. The product is: [Cl:37][C:16]1[CH:15]=[C:14]([CH:12]([NH:11][C:2]2[N:10]=[CH:9][N:8]=[C:7]3[C:3]=2[N:4]=[CH:5][NH:6]3)[CH3:13])[C:19]([C:20]2[CH:25]=[CH:24][CH:23]=[C:22]([F:26])[CH:21]=2)=[C:18]([N:27]([S:28]([CH3:31])(=[O:29])=[O:30])[S:32]([CH3:35])(=[O:34])=[O:33])[C:17]=1[CH3:36].